This data is from Catalyst prediction with 721,799 reactions and 888 catalyst types from USPTO. The task is: Predict which catalyst facilitates the given reaction. Reactant: Br[C:2]1[CH:10]=[C:9]([O:11][CH3:12])[CH:8]=[C:7]2[C:3]=1[CH:4]=[CH:5][N:6]2[S:13]([C:16]1[CH:21]=[CH:20][CH:19]=[CH:18][CH:17]=1)(=[O:15])=[O:14].[CH2:22]([Sn](CCCC)(CCCC)C=C)[CH2:23]CC. Product: [CH3:12][O:11][C:9]1[CH:8]=[C:7]2[C:3]([CH:4]=[CH:5][N:6]2[S:13]([C:16]2[CH:21]=[CH:20][CH:19]=[CH:18][CH:17]=2)(=[O:15])=[O:14])=[C:2]([CH:22]=[CH2:23])[CH:10]=1. The catalyst class is: 11.